From a dataset of Catalyst prediction with 721,799 reactions and 888 catalyst types from USPTO. Predict which catalyst facilitates the given reaction. (1) Reactant: [CH:1]1([CH3:11])[CH2:6][CH2:5][CH:4]([CH:7]([CH3:9])[CH3:8])[CH:3]([OH:10])[CH2:2]1.[C:12](OC=C)(=[O:14])[CH3:13]. Product: [C:12]([O:10][CH:3]1[CH:4]([CH:7]([CH3:8])[CH3:9])[CH2:5][CH2:6][CH:1]([CH3:11])[CH2:2]1)(=[O:14])[CH3:13]. The catalyst class is: 194. (2) Reactant: [Br:1][C:2]1[C:3]([Cl:24])=[CH:4][C:5]([O:22]C)=[C:6]([S:8]([N:11]2[CH2:17][CH2:16][CH2:15][CH2:14][C:13]3[CH:18]=[CH:19][CH:20]=[CH:21][C:12]2=3)(=[O:10])=[O:9])[CH:7]=1.B(Br)(Br)Br. Product: [Br:1][C:2]1[C:3]([Cl:24])=[CH:4][C:5]([OH:22])=[C:6]([S:8]([N:11]2[CH2:17][CH2:16][CH2:15][CH2:14][C:13]3[CH:18]=[CH:19][CH:20]=[CH:21][C:12]2=3)(=[O:10])=[O:9])[CH:7]=1. The catalyst class is: 2. (3) Reactant: B(O)(O)[C:2]1[CH:7]=[CH:6][C:5]([CH:8]=[O:9])=[CH:4][CH:3]=1.[CH2:12]([O:16][NH:17][C:18]([N:20]([C:30]1[C:35]([O:36][CH3:37])=[N:34][C:33]([CH3:38])=[CH:32][N:31]=1)[S:21]([C:24]1[S:25][CH:26]=[CH:27][C:28]=1Br)(=[O:23])=[O:22])=[O:19])[CH:13]([CH3:15])[CH3:14].C(=O)([O-])[O-].[Na+].[Na+].C(OCC)(=O)C. Product: [CH2:12]([O:16][NH:17][C:18]([N:20]([C:30]1[C:35]([O:36][CH3:37])=[N:34][C:33]([CH3:38])=[CH:32][N:31]=1)[S:21]([C:24]1[S:25][CH:26]=[CH:27][C:28]=1[C:2]1[CH:7]=[CH:6][C:5]([CH:8]=[O:9])=[CH:4][CH:3]=1)(=[O:23])=[O:22])=[O:19])[CH:13]([CH3:15])[CH3:14]. The catalyst class is: 548. (4) Reactant: [C:1]([Si:5]([O:8][CH2:9][C:10](I)=[CH2:11])([CH3:7])[CH3:6])([CH3:4])([CH3:3])[CH3:2].[O-]C1C=CC=CC=1.[K+].[B:21]1([B:21]2[O:25][C:24]([CH3:27])([CH3:26])[C:23]([CH3:29])([CH3:28])[O:22]2)[O:25][C:24]([CH3:27])([CH3:26])[C:23]([CH3:29])([CH3:28])[O:22]1.C1(P(C2C=CC=CC=2)C2C=CC=CC=2)C=CC=CC=1. Product: [C:1]([Si:5]([CH3:7])([CH3:6])[O:8][CH2:9][C:10]([B:21]1[O:25][C:24]([CH3:27])([CH3:26])[C:23]([CH3:29])([CH3:28])[O:22]1)=[CH2:11])([CH3:4])([CH3:3])[CH3:2]. The catalyst class is: 11.